This data is from NCI-60 drug combinations with 297,098 pairs across 59 cell lines. The task is: Regression. Given two drug SMILES strings and cell line genomic features, predict the synergy score measuring deviation from expected non-interaction effect. (1) Drug 1: C#CCC(CC1=CN=C2C(=N1)C(=NC(=N2)N)N)C3=CC=C(C=C3)C(=O)NC(CCC(=O)O)C(=O)O. Drug 2: C1CC(=O)NC(=O)C1N2C(=O)C3=CC=CC=C3C2=O. Cell line: HOP-62. Synergy scores: CSS=-1.85, Synergy_ZIP=1.62, Synergy_Bliss=-1.73, Synergy_Loewe=-2.58, Synergy_HSA=-5.26. (2) Drug 1: C1=C(C(=O)NC(=O)N1)N(CCCl)CCCl. Drug 2: CCC1=C2CN3C(=CC4=C(C3=O)COC(=O)C4(CC)O)C2=NC5=C1C=C(C=C5)O. Cell line: HOP-62. Synergy scores: CSS=47.6, Synergy_ZIP=-2.45, Synergy_Bliss=-1.71, Synergy_Loewe=-18.7, Synergy_HSA=-0.938. (3) Drug 1: C1=NC2=C(N=C(N=C2N1C3C(C(C(O3)CO)O)F)Cl)N. Drug 2: C(CC(=O)O)C(=O)CN.Cl. Cell line: NCIH23. Synergy scores: CSS=14.6, Synergy_ZIP=-3.25, Synergy_Bliss=-0.0828, Synergy_Loewe=0.633, Synergy_HSA=1.71. (4) Drug 1: CC1=C(C=C(C=C1)NC2=NC=CC(=N2)N(C)C3=CC4=NN(C(=C4C=C3)C)C)S(=O)(=O)N.Cl. Drug 2: CC(C)(C#N)C1=CC(=CC(=C1)CN2C=NC=N2)C(C)(C)C#N. Cell line: CAKI-1. Synergy scores: CSS=-2.47, Synergy_ZIP=-5.81, Synergy_Bliss=-12.3, Synergy_Loewe=-11.3, Synergy_HSA=-9.76. (5) Drug 1: COC1=CC(=CC(=C1O)OC)C2C3C(COC3=O)C(C4=CC5=C(C=C24)OCO5)OC6C(C(C7C(O6)COC(O7)C8=CC=CS8)O)O. Drug 2: CC1=C2C(C(=O)C3(C(CC4C(C3C(C(C2(C)C)(CC1OC(=O)C(C(C5=CC=CC=C5)NC(=O)C6=CC=CC=C6)O)O)OC(=O)C7=CC=CC=C7)(CO4)OC(=O)C)O)C)OC(=O)C. Cell line: NCI-H322M. Synergy scores: CSS=8.18, Synergy_ZIP=-7.82, Synergy_Bliss=-9.58, Synergy_Loewe=-39.6, Synergy_HSA=-8.23. (6) Drug 1: C1=C(C(=O)NC(=O)N1)F. Drug 2: COC1=C2C(=CC3=C1OC=C3)C=CC(=O)O2. Cell line: CCRF-CEM. Synergy scores: CSS=18.0, Synergy_ZIP=-7.97, Synergy_Bliss=-17.4, Synergy_Loewe=-22.9, Synergy_HSA=-18.8. (7) Drug 1: CS(=O)(=O)CCNCC1=CC=C(O1)C2=CC3=C(C=C2)N=CN=C3NC4=CC(=C(C=C4)OCC5=CC(=CC=C5)F)Cl. Drug 2: B(C(CC(C)C)NC(=O)C(CC1=CC=CC=C1)NC(=O)C2=NC=CN=C2)(O)O. Cell line: NCI-H460. Synergy scores: CSS=58.7, Synergy_ZIP=3.57, Synergy_Bliss=2.88, Synergy_Loewe=-20.4, Synergy_HSA=4.96.